This data is from Forward reaction prediction with 1.9M reactions from USPTO patents (1976-2016). The task is: Predict the product of the given reaction. (1) Given the reactants [O:1]([C:8]1[CH:28]=[CH:27][C:11]([O:12][C:13]2[N:21]=[CH:20][C:19]([CH:22]3[CH2:26][CH2:25][NH:24][CH2:23]3)=[CH:18][C:14]=2[C:15]([NH2:17])=[O:16])=[CH:10][CH:9]=1)[C:2]1[CH:7]=[CH:6][CH:5]=[CH:4][CH:3]=1.[C:29](Cl)(=[O:33])/[CH:30]=[CH:31]/[CH3:32].C(N(CC)C(C)C)(C)C, predict the reaction product. The product is: [C:29]([N:24]1[CH2:25][CH2:26][CH:22]([C:19]2[CH:20]=[N:21][C:13]([O:12][C:11]3[CH:27]=[CH:28][C:8]([O:1][C:2]4[CH:3]=[CH:4][CH:5]=[CH:6][CH:7]=4)=[CH:9][CH:10]=3)=[C:14]([CH:18]=2)[C:15]([NH2:17])=[O:16])[CH2:23]1)(=[O:33])/[CH:30]=[CH:31]/[CH3:32]. (2) Given the reactants [NH2:1][C:2]1[CH:12]=[CH:11][CH:10]=[CH:9][C:3]=1[C:4]([N:6]([CH3:8])[CH3:7])=[O:5].Cl[C:14]1[CH:15]=[N:16][CH:17]=[CH:18][C:19]=1[CH3:20].C1C=CC(P(C2C(C3C(P(C4C=CC=CC=4)C4C=CC=CC=4)=CC=C4C=3C=CC=C4)=C3C(C=CC=C3)=CC=2)C2C=CC=CC=2)=CC=1.[H-].[Na+], predict the reaction product. The product is: [CH3:7][N:6]([CH3:8])[C:4](=[O:5])[C:3]1[CH:9]=[CH:10][CH:11]=[CH:12][C:2]=1[NH:1][C:14]1[CH:15]=[N:16][CH:17]=[CH:18][C:19]=1[CH3:20]. (3) The product is: [Br:13][C:9]1[CH:10]=[C:5]([C:1]([CH3:4])([CH3:3])[CH3:2])[CH:6]=[C:7]([CH3:12])[C:8]=1[OH:11]. Given the reactants [C:1]([C:5]1[CH:10]=[CH:9][C:8]([OH:11])=[C:7]([CH3:12])[CH:6]=1)([CH3:4])([CH3:3])[CH3:2].[Br:13]Br.[O-]S([O-])(=S)=O.[Na+].[Na+], predict the reaction product. (4) Given the reactants [C:1]([O:5][C:6](=[O:19])[NH:7][C@@H:8]1[CH2:17][CH2:16][C:15]2[C:10](=[CH:11][CH:12]=[C:13]([Br:18])[CH:14]=2)[CH2:9]1)([CH3:4])([CH3:3])[CH3:2].[H-].[Na+].[CH2:22](Br)[CH:23]=[CH2:24].O, predict the reaction product. The product is: [C:1]([O:5][C:6](=[O:19])[N:7]([CH2:24][CH:23]=[CH2:22])[C@@H:8]1[CH2:17][CH2:16][C:15]2[C:10](=[CH:11][CH:12]=[C:13]([Br:18])[CH:14]=2)[CH2:9]1)([CH3:4])([CH3:2])[CH3:3]. (5) Given the reactants [CH3:1][O:2][C:3]([C:5]1[NH:6][CH:7]=[C:8]([C:10]([OH:12])=O)[CH:9]=1)=[O:4].Cl.[O:14]1[CH2:20][CH2:19][CH2:18][NH:17][CH2:16][CH2:15]1.[CH2:21]1CN([P+](Br)(N2CCCC2)N2CCCC2)CC1.F[P-](F)(F)(F)(F)F.CCN(C(C)C)C(C)C, predict the reaction product. The product is: [CH2:1]([O:2][C:3]([C:5]1[NH:6][CH:7]=[C:8]([C:10]([N:17]2[CH2:18][CH2:19][CH2:20][O:14][CH2:15][CH2:16]2)=[O:12])[CH:9]=1)=[O:4])[CH3:21]. (6) Given the reactants S(OOS([O-])(=O)=O)([O-])(=O)=O.[NH4+].[NH4+].[CH2:13]=[CH:14][C:15]1[CH:20]=[CH:19][CH:18]=[CH:17][CH:16]=1.[C:21]([O:25][CH2:26][CH2:27][CH2:28][CH3:29])(=[O:24])[CH:22]=[CH2:23].[C:30]([O:34][CH2:35][CH2:36][C:37]([OH:39])=[O:38])(=[O:33])[CH:31]=[CH2:32].C(OC(OC(=O)C=C)CCCCCCCCC)(=O)C=C.CCCCCCCCCCCCS, predict the reaction product. The product is: [CH2:13]=[CH:14][C:15]1[CH:20]=[CH:19][CH:18]=[CH:17][CH:16]=1.[C:21]([O:25][CH2:26][CH2:27][CH2:28][CH3:29])(=[O:24])[CH:22]=[CH2:23].[C:30]([O:34][CH2:35][CH2:36][C:37]([OH:39])=[O:38])(=[O:33])[CH:31]=[CH2:32].